From a dataset of Full USPTO retrosynthesis dataset with 1.9M reactions from patents (1976-2016). Predict the reactants needed to synthesize the given product. (1) Given the product [I:37][C:28]1[C:29]([O:35][CH3:36])=[CH:30][CH:31]=[C:32]([O:33][CH3:34])[C:27]=1[C:7]1[C:8]([CH:9]([CH3:10])[CH3:11])=[CH:3][C:4]([CH:23]([CH3:24])[CH3:25])=[C:5]([C:15]2[CH:16]=[CH:17][C:18]([O:21][CH3:22])=[CH:19][CH:20]=2)[C:6]=1[CH:12]([CH3:14])[CH3:13], predict the reactants needed to synthesize it. The reactants are: [Mg].I[C:3]1[C:4]([CH:23]([CH3:25])[CH3:24])=[C:5]([C:15]2[CH:20]=[CH:19][C:18]([O:21][CH3:22])=[CH:17][CH:16]=2)[C:6]([CH:12]([CH3:14])[CH3:13])=[CH:7][C:8]=1[CH:9]([CH3:11])[CH3:10].Br[C:27]1[C:32]([O:33][CH3:34])=[CH:31][CH:30]=[C:29]([O:35][CH3:36])[C:28]=1[I:37].II. (2) Given the product [OH:1][N:2]1[C:6](=[O:7])[CH2:5][CH2:4][C:3]1=[O:8].[C:9]([O-:26])(=[O:25])[CH2:10][CH2:11][CH2:12][CH2:13][CH2:14][CH2:15][CH2:16][CH2:17][CH2:18][CH2:19][CH2:20][CH2:21][CH2:22][CH2:23][CH3:24], predict the reactants needed to synthesize it. The reactants are: [OH:1][N:2]1[C:6](=[O:7])[CH2:5][CH2:4][C:3]1=[O:8].[C:9]([OH:26])(=[O:25])[CH2:10][CH2:11][CH2:12][CH2:13][CH2:14][CH2:15][CH2:16][CH2:17][CH2:18][CH2:19][CH2:20][CH2:21][CH2:22][CH2:23][CH3:24].C1CCC(N=C=NC2CCCCC2)CC1. (3) The reactants are: [F:1][C:2]1[CH:24]=[CH:23][C:5]([CH2:6][N:7]2[C:11]([CH3:12])=[C:10](B3OC(C)(C)C(C)(C)O3)[C:9]([CH3:22])=[N:8]2)=[CH:4][CH:3]=1.Br[C:26]1[CH:27]=[C:28]([C:34]#[N:35])[C:29](=[O:33])[N:30]([CH3:32])[CH:31]=1.C(=O)([O-])[O-].[Na+].[Na+].COCCOC. Given the product [F:1][C:2]1[CH:3]=[CH:4][C:5]([CH2:6][N:7]2[C:11]([CH3:12])=[C:10]([C:26]3[CH:27]=[C:28]([C:34]#[N:35])[C:29](=[O:33])[N:30]([CH3:32])[CH:31]=3)[C:9]([CH3:22])=[N:8]2)=[CH:23][CH:24]=1, predict the reactants needed to synthesize it. (4) Given the product [Cl:1][C:2]1[CH:16]=[C:15]([CH:17]=[O:18])[C:14]([O:19][CH3:20])=[CH:13][C:3]=1[O:4][CH2:5][C:6]([OH:8])=[O:7], predict the reactants needed to synthesize it. The reactants are: [Cl:1][C:2]1[CH:16]=[C:15]([CH:17]=[O:18])[C:14]([O:19][CH3:20])=[CH:13][C:3]=1[O:4][CH2:5][C:6]([O:8]C(C)(C)C)=[O:7].FC(F)(F)C(O)=O.